From a dataset of Full USPTO retrosynthesis dataset with 1.9M reactions from patents (1976-2016). Predict the reactants needed to synthesize the given product. (1) Given the product [F:1][C:2]([F:21])([F:22])[C:3]([C:7]1[CH:8]=[C:9]2[C:14](=[CH:15][CH:16]=1)[CH:13]=[C:12]([C:17]([OH:19])=[O:18])[CH:11]=[CH:10]2)([O:5][CH3:6])[CH3:4], predict the reactants needed to synthesize it. The reactants are: [F:1][C:2]([F:22])([F:21])[C:3]([C:7]1[CH:8]=[C:9]2[C:14](=[CH:15][CH:16]=1)[CH:13]=[C:12]([C:17]([O:19]C)=[O:18])[CH:11]=[CH:10]2)([O:5][CH3:6])[CH3:4].FC(F)(F)C(C1C=C2C(=CC=1)C=C(C(OC)=O)C=C2)(O)C. (2) Given the product [CH3:12][O:13][CH2:14][O:3][C:4]1[CH:11]=[CH:10][C:7]([CH:8]=[O:9])=[CH:6][CH:5]=1, predict the reactants needed to synthesize it. The reactants are: [H-].[Na+].[OH:3][C:4]1[CH:11]=[CH:10][C:7]([CH:8]=[O:9])=[CH:6][CH:5]=1.[CH2:12](Cl)[O:13][CH3:14]. (3) Given the product [OH:29][C:26]1[CH:27]=[CH:28][C:23]([N:20]2[CH2:19][CH2:18][N:17]([C:14]3[CH:13]=[CH:12][C:11]([N:8]4[C:9](=[O:10])[N:5]([CH2:1][CH:2]([CH3:4])[CH3:3])[N:6]=[CH:7]4)=[CH:16][CH:15]=3)[CH2:22][CH2:21]2)=[CH:24][CH:25]=1, predict the reactants needed to synthesize it. The reactants are: [CH2:1]([N:5]1[C:9](=[O:10])[N:8]([C:11]2[CH:16]=[CH:15][C:14]([N:17]3[CH2:22][CH2:21][N:20]([C:23]4[CH:28]=[CH:27][C:26]([O:29]C)=[CH:25][CH:24]=4)[CH2:19][CH2:18]3)=[CH:13][CH:12]=2)[CH:7]=[N:6]1)[CH:2]([CH3:4])[CH3:3]. (4) Given the product [I:21][CH2:19][C@@H:17]1[CH2:18][C@@H:16]1[CH:13]1[CH2:14][CH2:15][N:10]([C:7]2[N:6]=[CH:5][C:4]([CH:1]([CH3:3])[CH3:2])=[CH:9][N:8]=2)[CH2:11][CH2:12]1, predict the reactants needed to synthesize it. The reactants are: [CH:1]([C:4]1[CH:5]=[N:6][C:7]([N:10]2[CH2:15][CH2:14][CH:13]([C@H:16]3[CH2:18][C@H:17]3[CH2:19]O)[CH2:12][CH2:11]2)=[N:8][CH:9]=1)([CH3:3])[CH3:2].[I-:21]. (5) Given the product [CH2:3]([N:10]1[CH2:15][CH2:14][CH:13]([C:16]2[CH:21]=[CH:20][C:19]([C:36]3[N:35]=[C:34]([C:33]4[CH:32]=[C:31]([CH3:40])[NH:30][C:29]=4[CH3:28])[CH:39]=[CH:38][CH:37]=3)=[CH:18][CH:17]=2)[CH2:12][CH2:11]1)[C:4]1[CH:9]=[CH:8][CH:7]=[CH:6][CH:5]=1, predict the reactants needed to synthesize it. The reactants are: N#N.[CH2:3]([N:10]1[CH2:15][CH2:14][CH:13]([C:16]2[CH:21]=[CH:20][C:19](Br)=[CH:18][CH:17]=2)[CH2:12][CH2:11]1)[C:4]1[CH:9]=[CH:8][CH:7]=[CH:6][CH:5]=1.C([Li])CCC.[CH3:28][C:29]1[NH:30][C:31]([CH3:40])=[CH:32][C:33]=1[C:34]1[CH:39]=[CH:38][CH:37]=[CH:36][N:35]=1. (6) Given the product [CH2:22]([C:24]1[S:47][C:27]2[N:28]=[C:29]([NH:38][C:39]([NH:41][CH2:42][CH2:43][C:44]([OH:46])=[O:45])=[O:40])[N:30]=[C:31]([N:32]3[CH2:33][CH2:34][N:35]([C:4](=[O:5])[CH2:3][C:2]([F:8])([F:7])[F:1])[CH2:36][CH2:37]3)[C:26]=2[CH:25]=1)[CH3:23], predict the reactants needed to synthesize it. The reactants are: [F:1][C:2]([F:8])([F:7])[CH2:3][C:4](O)=[O:5].C1N=CN(C(N2C=NC=C2)=O)C=1.Cl.[CH2:22]([C:24]1[S:47][C:27]2[N:28]=[C:29]([NH:38][C:39]([NH:41][CH2:42][CH2:43][C:44]([OH:46])=[O:45])=[O:40])[N:30]=[C:31]([N:32]3[CH2:37][CH2:36][NH:35][CH2:34][CH2:33]3)[C:26]=2[CH:25]=1)[CH3:23].CCN(C(C)C)C(C)C. (7) Given the product [CH2:40]([O:29][C:28](=[O:30])[C:27]1[CH:26]=[CH:25][C:24]([NH:23][C:21](=[O:22])[C:20]2[CH:33]=[CH:34][CH:35]=[C:18]([NH:17][S:14]([C:12]3[S:13][C:9]([C:7]4[CH:6]=[CH:5][N:4]=[C:3]([S:2][CH3:1])[N:8]=4)=[CH:10][CH:11]=3)(=[O:15])=[O:16])[CH:19]=2)=[CH:32][CH:31]=1)[CH3:41], predict the reactants needed to synthesize it. The reactants are: [CH3:1][S:2][C:3]1[N:8]=[C:7]([C:9]2[S:13][C:12]([S:14]([NH:17][C:18]3[CH:19]=[C:20]([CH:33]=[CH:34][CH:35]=3)[C:21]([NH:23][C:24]3[CH:32]=[CH:31][C:27]([C:28]([OH:30])=[O:29])=[CH:26][CH:25]=3)=[O:22])(=[O:16])=[O:15])=[CH:11][CH:10]=2)[CH:6]=[CH:5][N:4]=1.CSC1N=C(C2SC(S(Cl)(=O)=O)=CC=2)[CH:41]=[CH:40]N=1.